From a dataset of Reaction yield outcomes from USPTO patents with 853,638 reactions. Predict the reaction yield, written as a fraction of the theoretical maximum amount of product (1.0 means a 100% yield; for example, 0.34 means a 34% yield). (1) The reactants are [C:1]([N:8]1[CH2:11][C:10](=[O:12])[CH2:9]1)([O:3][C:4]([CH3:7])([CH3:6])[CH3:5])=[O:2].[CH3:13][Mg+].[Br-].[NH4+].[Cl-]. The catalyst is CCOCC. The product is [C:4]([O:3][C:1]([N:8]1[CH2:11][C:10]([OH:12])([CH3:13])[CH2:9]1)=[O:2])([CH3:7])([CH3:6])[CH3:5]. The yield is 0.840. (2) The reactants are [OH:1][C:2]12[CH2:9][CH2:8][C:5]([CH2:10][CH2:11][C:12]([OH:14])=[O:13])([CH2:6][CH2:7]1)[CH2:4][CH2:3]2.[CH3:15][C:16](OC(O[C:16]([CH3:18])([CH3:17])[CH3:15])N(C)C)([CH3:18])[CH3:17]. The catalyst is C1(C)C=CC=CC=1. The product is [OH:1][C:2]12[CH2:3][CH2:4][C:5]([CH2:10][CH2:11][C:12]([O:14][C:16]([CH3:18])([CH3:17])[CH3:15])=[O:13])([CH2:8][CH2:9]1)[CH2:6][CH2:7]2. The yield is 0.920. (3) The reactants are [Br:1][C:2]1[CH:3]=[C:4]([C:8]2[CH:16]=[CH:15][CH:14]=[C:13]3[C:9]=2[CH2:10][C:11](=[O:17])[NH:12]3)[CH:5]=[CH:6][CH:7]=1.[CH3:18][C:19]1[C:23]([C:24]([N:26]2[CH2:31][CH2:30][N:29]([CH3:32])[CH2:28][CH2:27]2)=[O:25])=[C:22]([CH3:33])[NH:21][C:20]=1[CH:34]=O. The catalyst is C(O)C.N1CCCCC1. The product is [Br:1][C:2]1[CH:3]=[C:4]([C:8]2[CH:16]=[CH:15][CH:14]=[C:13]3[C:9]=2[C:10](=[CH:34][C:20]2[NH:21][C:22]([CH3:33])=[C:23]([C:24]([N:26]4[CH2:27][CH2:28][N:29]([CH3:32])[CH2:30][CH2:31]4)=[O:25])[C:19]=2[CH3:18])[C:11](=[O:17])[NH:12]3)[CH:5]=[CH:6][CH:7]=1. The yield is 0.370. (4) The reactants are [C:1]([O:5][C:6](=[O:15])[C:7]1[CH:12]=[CH:11][C:10]([F:13])=[CH:9][C:8]=1F)([CH3:4])([CH3:3])[CH3:2].C([O-])(O)=O.[Na+].[CH3:21][O:22][CH2:23][C@H:24]([NH2:26])[CH3:25]. No catalyst specified. The product is [C:1]([O:5][C:6](=[O:15])[C:7]1[CH:12]=[CH:11][C:10]([F:13])=[CH:9][C:8]=1[NH:26][C@H:24]([CH3:25])[CH2:23][O:22][CH3:21])([CH3:4])([CH3:3])[CH3:2]. The yield is 0.840.